This data is from Full USPTO retrosynthesis dataset with 1.9M reactions from patents (1976-2016). The task is: Predict the reactants needed to synthesize the given product. (1) Given the product [C:1]([O:5][C:6]([N:8]1[CH2:12][C@H:11]([F:13])[CH2:10][C@H:9]1[CH2:14][N:20]=[N+:21]=[N-:22])=[O:7])([CH3:4])([CH3:3])[CH3:2], predict the reactants needed to synthesize it. The reactants are: [C:1]([O:5][C:6]([N:8]1[CH2:12][C@H:11]([F:13])[CH2:10][C@H:9]1[CH2:14]OS(C)(=O)=O)=[O:7])([CH3:4])([CH3:3])[CH3:2].[N-:20]=[N+:21]=[N-:22].[Na+]. (2) Given the product [CH3:15][O:14][C:11]1[CH:10]=[C:4]2[C:3]([CH2:2][N:16]([C:17]3[CH:18]=[C:19]4[C:23](=[CH:24][CH:25]=3)[N:22]([CH3:26])[N:21]=[CH:20]4)[C:5]2=[O:7])=[CH:13][CH:12]=1, predict the reactants needed to synthesize it. The reactants are: Br[CH2:2][C:3]1[CH:13]=[CH:12][C:11]([O:14][CH3:15])=[CH:10][C:4]=1[C:5]([O:7]CC)=O.[NH2:16][C:17]1[CH:18]=[C:19]2[C:23](=[CH:24][CH:25]=1)[N:22]([CH3:26])[N:21]=[CH:20]2.C(N(CC)C(C)C)(C)C. (3) Given the product [CH2:16]([O:23][C:24]1[C:29]([CH3:30])=[C:28]([CH3:31])[C:27]([N:2]([CH3:1])[C:3]2[CH:8]=[CH:7][CH:6]=[CH:5][N:4]=2)=[N:26][C:25]=1[CH3:33])[C:17]1[CH:22]=[CH:21][CH:20]=[CH:19][CH:18]=1, predict the reactants needed to synthesize it. The reactants are: [CH3:1][NH:2][C:3]1[CH:8]=[CH:7][CH:6]=[CH:5][N:4]=1.C1(C)C=CC=CC=1.[CH2:16]([O:23][C:24]1[C:25]([CH3:33])=[N:26][C:27](Br)=[C:28]([CH3:31])[C:29]=1[CH3:30])[C:17]1[CH:22]=[CH:21][CH:20]=[CH:19][CH:18]=1.CC([O-])(C)C.[Na+]. (4) Given the product [CH3:1][N:2]1[C:7]2[CH:8]=[CH:9][C:10]([CH:20]=[O:21])=[CH:11][C:6]=2[O:5][CH2:4][CH2:3]1, predict the reactants needed to synthesize it. The reactants are: [CH3:1][N:2]1[C:7]2[CH:8]=[CH:9][CH:10]=[CH:11][C:6]=2[O:5][CH2:4][CH2:3]1.O=P(Cl)(Cl)Cl.CN([CH:20]=[O:21])C. (5) Given the product [OH2:9].[C:2]1([CH3:1])[CH:3]=[CH:4][C:5]([S:8]([OH:11])(=[O:9])=[O:10])=[CH:6][CH:7]=1.[Cl:13][C:14]1[CH:15]=[CH:16][C:17]([NH:20][C:21](=[O:49])[C:22]([NH:24][C@H:25]2[CH2:30][CH2:29][C@H:28]([C:31]([N:33]([CH3:35])[CH3:34])=[O:32])[CH2:27][C@H:26]2[NH:36][C:37]([C:39]2[S:40][C:41]3[CH2:42][N:43]([CH3:48])[CH2:44][CH2:45][C:46]=3[N:47]=2)=[O:38])=[O:23])=[N:18][CH:19]=1, predict the reactants needed to synthesize it. The reactants are: [CH3:1][C:2]1[CH:3]=[CH:4][C:5]([S:8]([OH:11])(=[O:10])=[O:9])=[CH:6][CH:7]=1.O.[Cl:13][C:14]1[CH:15]=[CH:16][C:17]([NH:20][C:21](=[O:49])[C:22]([NH:24][C@H:25]2[CH2:30][CH2:29][C@H:28]([C:31]([N:33]([CH3:35])[CH3:34])=[O:32])[CH2:27][C@H:26]2[NH:36][C:37]([C:39]2[S:40][C:41]3[CH2:42][N:43]([CH3:48])[CH2:44][CH2:45][C:46]=3[N:47]=2)=[O:38])=[O:23])=[N:18][CH:19]=1.C(O)C. (6) Given the product [CH2:3]([C:10]1[N:15]([CH2:16][C:17]([OH:19])=[O:18])[C:14](=[O:20])[C:13]([NH:21][C:22](=[O:24])[CH2:41][CH2:40][CH2:33][C:34]2[CH:39]=[CH:38][CH:37]=[CH:36][CH:35]=2)=[CH:12][CH:11]=1)[C:4]1[CH:5]=[CH:6][CH:7]=[CH:8][CH:9]=1, predict the reactants needed to synthesize it. The reactants are: [K+].[Br-].[CH2:3]([C:10]1[N:15]([CH2:16][C:17]([OH:19])=[O:18])[C:14](=[O:20])[C:13]([NH:21][C:22]([O:24]CCC2C=CC=CC=2)=O)=[CH:12][CH:11]=1)[C:4]1[CH:9]=[CH:8][CH:7]=[CH:6][CH:5]=1.[CH2:33]([C:40]1N(CC(OC)=O)C(=O)C(OCCC2C=CC=CC=2)=C(N=C=O)[CH:41]=1)[C:34]1[CH:39]=[CH:38][CH:37]=[CH:36][CH:35]=1. (7) Given the product [Cl:1][C:2]1[CH:3]=[C:4]2[C:9](=[CH:10][C:11]=1[O:12][CH3:13])[N:8]=[C:7]([O:14][CH3:15])[C:6]([C:16](=[O:18])[CH3:17])=[CH:5]2, predict the reactants needed to synthesize it. The reactants are: [Cl:1][C:2]1[CH:3]=[C:4]2[C:9](=[CH:10][C:11]=1[O:12][CH3:13])[N:8]=[C:7]([O:14][CH3:15])[C:6]([CH:16]([OH:18])[CH3:17])=[CH:5]2. (8) Given the product [CH2:1]([O:3][CH2:4][O:5][C:6]1[CH:7]=[CH:8][C:9]2[O:13][C:12]([B:24]([OH:25])[OH:23])=[CH:11][C:10]=2[CH:14]=1)[CH3:2], predict the reactants needed to synthesize it. The reactants are: [CH2:1]([O:3][CH2:4][O:5][C:6]1[CH:7]=[CH:8][C:9]2[O:13][CH:12]=[CH:11][C:10]=2[CH:14]=1)[CH3:2].C([Li])CCC.C([O:23][B:24](OC(C)C)[O:25]C(C)C)(C)C. (9) Given the product [F:17][C:18]1[CH:19]=[CH:20][C:21]([C:24]2[CH:28]=[CH:27][N:26]([CH2:6][C@@H:7]([NH:9][C:10](=[O:11])[O:12][C:13]([CH3:16])([CH3:15])[CH3:14])[CH3:8])[N:25]=2)=[CH:22][CH:23]=1, predict the reactants needed to synthesize it. The reactants are: CS(O[CH2:6][C@@H:7]([NH:9][C:10]([O:12][C:13]([CH3:16])([CH3:15])[CH3:14])=[O:11])[CH3:8])(=O)=O.[F:17][C:18]1[CH:23]=[CH:22][C:21]([C:24]2[CH:28]=[CH:27][NH:26][N:25]=2)=[CH:20][CH:19]=1.